This data is from Forward reaction prediction with 1.9M reactions from USPTO patents (1976-2016). The task is: Predict the product of the given reaction. (1) Given the reactants [C:1]([C:4]1[N:8]2[CH2:9][CH2:10][N:11]([CH3:14])[C:12](=[O:13])[C:7]2=[C:6]([O:15][CH2:16][C:17]2[CH:22]=[CH:21][CH:20]=[CH:19][CH:18]=2)[C:5]=1[C:23](OCC)=[O:24])(=O)[CH3:2].[F:28][C:29]1[CH:37]=[CH:36][C:32]([CH2:33][NH:34][NH2:35])=[CH:31][CH:30]=1, predict the reaction product. The product is: [CH2:16]([O:15][C:6]1[C:5]2[C:23](=[O:24])[N:34]([CH2:33][C:32]3[CH:36]=[CH:37][C:29]([F:28])=[CH:30][CH:31]=3)[N:35]=[C:1]([CH3:2])[C:4]=2[N:8]2[CH2:9][CH2:10][N:11]([CH3:14])[C:12](=[O:13])[C:7]=12)[C:17]1[CH:22]=[CH:21][CH:20]=[CH:19][CH:18]=1. (2) Given the reactants C([Li])CCC.[C:6]([O:10][C:11](=[O:37])[N:12]([C:14]1[CH:19]=[C:18]([CH3:20])[C:17]([CH2:21][CH2:22][S:23]([N:26]2[CH2:35][CH2:34][C:29]3([O:33][CH2:32][CH2:31][O:30]3)[CH2:28][CH2:27]2)(=[O:25])=[O:24])=[C:16]([CH3:36])[CH:15]=1)[CH3:13])([CH3:9])([CH3:8])[CH3:7].Br[CH2:39][CH2:40][Cl:41].[Cl-].[NH4+], predict the reaction product. The product is: [C:6]([O:10][C:11](=[O:37])[N:12]([C:14]1[CH:19]=[C:18]([CH3:20])[C:17]([CH2:21][CH:22]([S:23]([N:26]2[CH2:27][CH2:28][C:29]3([O:33][CH2:32][CH2:31][O:30]3)[CH2:34][CH2:35]2)(=[O:24])=[O:25])[CH2:39][CH2:40][Cl:41])=[C:16]([CH3:36])[CH:15]=1)[CH3:13])([CH3:9])([CH3:8])[CH3:7].